This data is from Reaction yield outcomes from USPTO patents with 853,638 reactions. The task is: Predict the reaction yield, written as a fraction of the theoretical maximum amount of product (1.0 means a 100% yield; for example, 0.34 means a 34% yield). The reactants are CCN(C(C)C)C(C)C.OC(C(F)(F)F)=O.[NH2:17][CH2:18][C:19]([N:21]1[CH2:26][CH2:25][N:24]([C:27](=[O:38])[C:28]2[CH:33]=[CH:32][CH:31]=[CH:30][C:29]=2[C:34]([F:37])([F:36])[F:35])[CH2:23][CH2:22]1)=[O:20].C1C=CC2N(O)N=NC=2C=1.CCN=C=NCCCN(C)C.Cl.[N+:61]([C:64]1[O:68][C:67]([C:69](O)=[O:70])=[CH:66][CH:65]=1)([O-:63])=[O:62]. The catalyst is CN(C=O)C.O. The product is [O:20]=[C:19]([N:21]1[CH2:22][CH2:23][N:24]([C:27](=[O:38])[C:28]2[CH:33]=[CH:32][CH:31]=[CH:30][C:29]=2[C:34]([F:37])([F:35])[F:36])[CH2:25][CH2:26]1)[CH2:18][NH:17][C:69]([C:67]1[O:68][C:64]([N+:61]([O-:63])=[O:62])=[CH:65][CH:66]=1)=[O:70]. The yield is 0.491.